Dataset: Reaction yield outcomes from USPTO patents with 853,638 reactions. Task: Predict the reaction yield, written as a fraction of the theoretical maximum amount of product (1.0 means a 100% yield; for example, 0.34 means a 34% yield). (1) The reactants are [CH3:1][O:2][C:3]1[C:4]([N+:18]([O-])=O)=[CH:5][C:6]([CH3:17])=[C:7]([C:9]([N:11]2[CH2:16][CH2:15][O:14][CH2:13][CH2:12]2)=[O:10])[CH:8]=1.O.O.Cl[Sn]Cl.[OH-].[Na+].C(Cl)Cl. The catalyst is C(O)C.O. The product is [NH2:18][C:4]1[C:3]([O:2][CH3:1])=[CH:8][C:7]([C:9]([N:11]2[CH2:12][CH2:13][O:14][CH2:15][CH2:16]2)=[O:10])=[C:6]([CH3:17])[CH:5]=1. The yield is 0.920. (2) The reactants are Br[C:2]1[CH:3]=[CH:4][C:5]([O:9][C:10]([F:13])([F:12])[F:11])=[C:6]([NH2:8])[CH:7]=1.[Li]N([Si](C)(C)C)[Si](C)(C)C.[CH3:24][N:25]1[CH2:30][CH2:29][NH:28][CH2:27][CH2:26]1. The catalyst is C1COCC1.C1C=CC(/C=C/C(/C=C/C2C=CC=CC=2)=O)=CC=1.C1C=CC(/C=C/C(/C=C/C2C=CC=CC=2)=O)=CC=1.C1C=CC(/C=C/C(/C=C/C2C=CC=CC=2)=O)=CC=1.[Pd].[Pd].C1(P(C2CCCCC2)C2C=CC=CC=2C2C=CC=CC=2N(C)C)CCCCC1. The product is [CH3:24][N:25]1[CH2:30][CH2:29][N:28]([C:3]2[CH:2]=[CH:7][C:6]([NH2:8])=[C:5]([O:9][C:10]([F:13])([F:12])[F:11])[CH:4]=2)[CH2:27][CH2:26]1. The yield is 0.700. (3) The product is [CH:22]([N:15]1[C:14]([C:8]2[N:7]=[C:6]3[C:5]4[CH:25]=[CH:26][C:2]([C:33]5[CH:32]=[N:31][N:30]([CH2:29][C:28]([CH3:44])([OH:45])[CH3:27])[CH:34]=5)=[CH:3][C:4]=4[O:13][CH2:12][CH2:11][N:10]3[CH:9]=2)=[N:18][C:17]([CH2:19][O:20][CH3:21])=[N:16]1)([CH3:24])[CH3:23]. The reactants are Br[C:2]1[CH:26]=[CH:25][C:5]2[C:6]3[N:10]([CH2:11][CH2:12][O:13][C:4]=2[CH:3]=1)[CH:9]=[C:8]([C:14]1[N:15]([CH:22]([CH3:24])[CH3:23])[N:16]=[C:17]([CH2:19][O:20][CH3:21])[N:18]=1)[N:7]=3.[CH3:27][C:28]([OH:45])([CH3:44])[CH2:29][N:30]1[CH:34]=[C:33](B2OC(C)(C)C(C)(C)O2)[CH:32]=[N:31]1.C(Cl)Cl.C(=O)([O-])[O-].[Cs+].[Cs+]. The catalyst is C1C=CC(P(C2C=CC=CC=2)[C-]2C=CC=C2)=CC=1.C1C=CC(P(C2C=CC=CC=2)[C-]2C=CC=C2)=CC=1.Cl[Pd]Cl.[Fe+2].O.COCCOC. The yield is 0.350. (4) The reactants are [CH2:1](Br)[C:2]1[CH:7]=[CH:6][CH:5]=[CH:4][CH:3]=1.[Cl:9][C:10]1[CH:15]=[CH:14][C:13]([N+:16]([O-:18])=[O:17])=[CH:12][C:11]=1[OH:19].C(=O)([O-])[O-].[K+].[K+]. The catalyst is CC(C)=O. The product is [CH2:1]([O:19][C:11]1[CH:12]=[C:13]([N+:16]([O-:18])=[O:17])[CH:14]=[CH:15][C:10]=1[Cl:9])[C:2]1[CH:7]=[CH:6][CH:5]=[CH:4][CH:3]=1. The yield is 0.990. (5) The catalyst is CO. The yield is 0.880. The product is [Cl:1][C:2]1[CH:11]=[CH:10][CH:9]=[C:8]2[C:3]=1[C:4]([O:23][CH3:22])=[CH:5][NH:6][C:7]2=[O:12]. The reactants are [Cl:1][C:2]1[CH:11]=[CH:10][CH:9]=[C:8]2[C:3]=1[CH:4]=[CH:5][NH:6][C:7]2=[O:12].I(C1C=CC=C(C[C:22]([O-])=[O:23])C=1CC([O-])=O)=O.CS(O)(=O)=O. (6) The reactants are C(OC(=O)[NH:7][C@H:8]([C:12](=[O:26])[N:13]([CH2:19][C:20]1[CH:25]=[CH:24][CH:23]=[CH:22][CH:21]=1)[CH2:14][CH2:15][N:16]([CH3:18])[CH3:17])[CH:9]([CH3:11])[CH3:10])(C)(C)C. The catalyst is FC(F)(F)C(O)=O.ClCCl. The product is [NH2:7][CH:8]([CH:9]([CH3:11])[CH3:10])[C:12]([N:13]([CH2:19][C:20]1[CH:21]=[CH:22][CH:23]=[CH:24][CH:25]=1)[CH2:14][CH2:15][N:16]([CH3:18])[CH3:17])=[O:26]. The yield is 0.950. (7) The reactants are [CH3:1][SH:2].[Na].O.[C:5]([O:8][C:9]1[CH:14]=[CH:13][C:12]([C:15](=[O:18])[CH2:16]Br)=[CH:11][C:10]=1[O:19][CH3:20])(=[O:7])[CH3:6]. The catalyst is C1C=CC=CC=1. The product is [C:5]([O:8][C:9]1[CH:14]=[CH:13][C:12]([C:15](=[O:18])[CH2:16][S:2][CH3:1])=[CH:11][C:10]=1[O:19][CH3:20])(=[O:7])[CH3:6]. The yield is 0.830.